Dataset: Forward reaction prediction with 1.9M reactions from USPTO patents (1976-2016). Task: Predict the product of the given reaction. Given the reactants [NH:1]1[C:9]2[C:4](=[CH:5][CH:6]=[CH:7][C:8]=2[C:10]([NH2:12])=[O:11])[CH2:3][CH2:2]1.C1N=CN([C:18](N2C=NC=C2)=[O:19])C=1.S([O-])(O)(=O)=O.[K+], predict the reaction product. The product is: [C:10]1(=[O:11])[C:8]2[C:9]3=[C:4]([CH2:3][CH2:2][N:1]3[C:18](=[O:19])[NH:12]1)[CH:5]=[CH:6][CH:7]=2.